This data is from Reaction yield outcomes from USPTO patents with 853,638 reactions. The task is: Predict the reaction yield, written as a fraction of the theoretical maximum amount of product (1.0 means a 100% yield; for example, 0.34 means a 34% yield). (1) The reactants are [C:1]([O:5][C:6]([N:8]1[CH2:13][C@H:12]([CH2:14][O:15][C:16]2[CH:25]=[C:24]3[C:19]([CH2:20][CH2:21][CH2:22][NH:23]3)=[CH:18][CH:17]=2)[N:11]([C:26]2[CH:31]=[CH:30][C:29]([O:32][CH2:33][CH2:34][CH2:35][O:36][CH2:37][C:38]3[CH:43]=[CH:42][CH:41]=[CH:40][C:39]=3[O:44][CH3:45])=[CH:28][CH:27]=2)[C:10](=[O:46])[CH2:9]1)=[O:7])([CH3:4])([CH3:3])[CH3:2].C(=O)([O-])[O-].[Na+].[Na+].[I-].[K+].Br[CH2:56][CH2:57][OH:58]. The catalyst is C(#N)C. The product is [C:1]([O:5][C:6]([N:8]1[CH2:9][C:10](=[O:46])[N:11]([C:26]2[CH:31]=[CH:30][C:29]([O:32][CH2:33][CH2:34][CH2:35][O:36][CH2:37][C:38]3[CH:43]=[CH:42][CH:41]=[CH:40][C:39]=3[O:44][CH3:45])=[CH:28][CH:27]=2)[C@@H:12]([CH:14]([O:15][C:16]2[CH:25]=[C:24]3[C:19]([CH2:20][CH2:21][CH2:22][NH:23]3)=[CH:18][CH:17]=2)[CH2:56][CH2:57][OH:58])[CH2:13]1)=[O:7])([CH3:3])([CH3:4])[CH3:2]. The yield is 0.760. (2) The reactants are [BH4-].[Na+].[C:3]([OH:9])([C:5]([F:8])([F:7])[F:6])=[O:4].[CH3:10][N:11]([CH3:29])[C:12]1[CH:28]=[CH:27][C:15]([C:16]([N:18]2[CH:23]3[CH2:24][CH2:25][CH:19]2[CH2:20][C:21](=O)[CH2:22]3)=[O:17])=[CH:14][CH:13]=1. The catalyst is C(Cl)Cl. The product is [CH3:10][N:11]([CH3:29])[C:12]1[CH:13]=[CH:14][C:15]([C:16]([N:18]2[CH:23]3[CH2:24][CH2:25][CH:19]2[CH2:20][CH:21]([O:4][C:3](=[O:9])[C:5]([F:8])([F:7])[F:6])[CH2:22]3)=[O:17])=[CH:27][CH:28]=1. The yield is 0.0900. (3) The reactants are [CH3:1][O:2][C:3]1[CH:28]=[CH:27][C:6]([CH2:7][N:8]2[C:12]3=[N:13][CH:14]=[CH:15][C:16]([O:17][C:18]4[CH:23]=[CH:22][C:21]([NH2:24])=[CH:20][C:19]=4[F:25])=[C:11]3[C:10]([CH3:26])=[N:9]2)=[CH:5][CH:4]=1.[CH3:29][N:30]1[CH2:34][CH2:33][CH:32]([C:35](O)=[O:36])[C:31]1=[O:38].Cl.C(N=C=NCCCN(C)C)C.N1(O)C2C=CC=CC=2N=N1.C(N(C(C)C)C(C)C)C. The catalyst is C(Cl)Cl. The product is [CH3:1][O:2][C:3]1[CH:4]=[CH:5][C:6]([CH2:7][N:8]2[C:12]3=[N:13][CH:14]=[CH:15][C:16]([O:17][C:18]4[CH:23]=[CH:22][C:21]([NH:24][C:35]([CH:32]5[CH2:33][CH2:34][N:30]([CH3:29])[C:31]5=[O:38])=[O:36])=[CH:20][C:19]=4[F:25])=[C:11]3[C:10]([CH3:26])=[N:9]2)=[CH:27][CH:28]=1. The yield is 0.741. (4) The reactants are [NH2:1][C:2]1[CH:7]=[CH:6][C:5]([NH2:8])=[CH:4][CH:3]=1.[CH2:9]([N:11]=[C:12]=[O:13])[CH3:10].C(=O)([O-])[O-].[K+].[K+]. The catalyst is C1COCC1. The product is [CH2:9]([NH:11][C:12]([NH:1][C:2]1[CH:7]=[CH:6][C:5]([NH2:8])=[CH:4][CH:3]=1)=[O:13])[CH3:10]. The yield is 0.620. (5) The reactants are [BH4-].[Na+].[NH2:3][C@H:4]([C:7]([OH:9])=[O:8])[CH2:5][SeH:6].Cl.[C:11]([NH:14][CH2:15]O)(=[O:13])[CH3:12].C([O-])([O-])=O.[K+].[K+].[C:23](O[C:23]([O:25][C:26]([CH3:29])([CH3:28])[CH3:27])=[O:24])([O:25][C:26]([CH3:29])([CH3:28])[CH3:27])=[O:24]. The catalyst is O1CCOCC1. The product is [C:26]([O:25][C:23]([N:3]([CH2:15][NH:14][C:11](=[O:13])[CH3:12])[C@H:4]([C:7]([OH:9])=[O:8])[CH2:5][SeH:6])=[O:24])([CH3:29])([CH3:28])[CH3:27]. The yield is 0.320.